This data is from Full USPTO retrosynthesis dataset with 1.9M reactions from patents (1976-2016). The task is: Predict the reactants needed to synthesize the given product. (1) Given the product [CH3:7][C:6]1[C:8]2[CH:13]=[CH:12][CH:11]=[C:10]([CH3:14])[C:9]=2[O:15][N:5]=1, predict the reactants needed to synthesize it. The reactants are: C(O[N:5]=[C:6]([C:8]1[CH:13]=[CH:12][CH:11]=[C:10]([CH3:14])[C:9]=1[OH:15])[CH3:7])(=O)C. (2) Given the product [CH3:25][O:24][C:21]1[CH:20]=[CH:19][C:18]([CH2:17][N:12]2[C:13]([CH2:14][O:15][CH3:16])=[C:9]([C:7](=[O:8])[CH3:27])[CH:10]=[N:11]2)=[CH:23][CH:22]=1.[CH3:45][O:44][C:41]1[CH:40]=[CH:39][C:38]([CH2:37][N:35]2[CH:36]=[C:32]([C:30](=[O:31])[CH3:4])[C:33]([CH2:46][O:47][CH3:48])=[N:34]2)=[CH:43][CH:42]=1, predict the reactants needed to synthesize it. The reactants are: C[Mg]Br.[CH3:4]ON(C)[C:7]([C:9]1[CH:10]=[N:11][N:12]([CH2:17][C:18]2[CH:23]=[CH:22][C:21]([O:24][CH3:25])=[CH:20][CH:19]=2)[C:13]=1[CH2:14][O:15][CH3:16])=[O:8].[CH3:27]ON(C)[C:30]([C:32]1[C:33]([CH2:46][O:47][CH3:48])=[N:34][N:35]([CH2:37][C:38]2[CH:43]=[CH:42][C:41]([O:44][CH3:45])=[CH:40][CH:39]=2)[CH:36]=1)=[O:31]. (3) Given the product [Br:1][C:2]1[CH:8]=[C:7]([C:9]([F:11])([F:10])[F:12])[CH:6]=[C:5]2[C:3]=1[NH:4][N:15]=[CH:13]2, predict the reactants needed to synthesize it. The reactants are: [Br:1][C:2]1[CH:8]=[C:7]([C:9]([F:12])([F:11])[F:10])[CH:6]=[C:5]([CH3:13])[C:3]=1[NH2:4].Cl.[N:15]([O-])=O.[Na+].C([O-])(=O)C.[Na+].CC(S)(C)C.CC(C)([O-])C.[K+]. (4) Given the product [Cl:10][CH2:9][CH2:8][CH2:7][C:2]([CH3:4])([CH3:3])[C:1]#[N:5], predict the reactants needed to synthesize it. The reactants are: [C:1](#[N:5])[CH:2]([CH3:4])[CH3:3].Br[CH2:7][CH2:8][CH2:9][Cl:10].C[Si]([NH-])(C)C.C[Si]([NH-])(C)C.[Li+].[Li+]. (5) Given the product [CH:1]([O:46][C:44]([C:34]1[C:33](=[O:47])[C:32]2[C:37](=[C:38]([O:39][CH3:40])[C:29]([N:25]3[CH2:26][CH2:27][CH2:28][C:23](=[C:21]([F:22])[CH2:20][NH:19][C:17]([O:16][C:12]([CH3:15])([CH3:14])[CH3:13])=[O:18])[CH2:24]3)=[C:30]([F:48])[CH:31]=2)[N:36]([CH:41]2[CH2:42][CH2:43]2)[CH:35]=1)=[O:45])([CH3:3])[CH3:2], predict the reactants needed to synthesize it. The reactants are: [CH:1](I)([CH3:3])[CH3:2].CN1C(=O)CCC1.[C:12]([O:16][C:17]([NH:19][CH2:20][C:21](=[C:23]1[CH2:28][CH2:27][CH2:26][N:25]([C:29]2[C:38]([O:39][CH3:40])=[C:37]3[C:32]([C:33](=[O:47])[C:34]([C:44]([OH:46])=[O:45])=[CH:35][N:36]3[CH:41]3[CH2:43][CH2:42]3)=[CH:31][C:30]=2[F:48])[CH2:24]1)[F:22])=[O:18])([CH3:15])([CH3:14])[CH3:13].C([O-])([O-])=O.[Cs+].[Cs+]. (6) Given the product [CH2:1]([O:8][C:9]([NH:11][C@@H:12]1[CH2:17][CH2:16][C:15]([O:41][CH3:42])([O:18][CH3:30])[CH2:14][C@@H:13]1[NH:19][C:20]([O:22][CH2:23][C:24]1[CH:29]=[CH:28][CH:27]=[CH:26][CH:25]=1)=[O:21])=[O:10])[C:2]1[CH:3]=[CH:4][CH:5]=[CH:6][CH:7]=1, predict the reactants needed to synthesize it. The reactants are: [CH2:1]([O:8][C:9]([NH:11][C@@H:12]1[CH2:17][CH2:16][C:15](=[O:18])[CH2:14][C@@H:13]1[NH:19][C:20]([O:22][CH2:23][C:24]1[CH:29]=[CH:28][CH:27]=[CH:26][CH:25]=1)=[O:21])=[O:10])[C:2]1[CH:7]=[CH:6][CH:5]=[CH:4][CH:3]=1.[C:30]1(C)C=CC(S(O)(=O)=O)=CC=1.[O:41]1CCC[CH2:42]1.